From a dataset of Forward reaction prediction with 1.9M reactions from USPTO patents (1976-2016). Predict the product of the given reaction. Given the reactants [CH2:1]([NH:9][CH2:10][C:11]([O:13][CH3:14])=[O:12])[CH2:2][CH2:3][CH2:4][CH2:5][CH2:6][CH2:7][CH3:8].[C:15](O)(=[O:23])[CH2:16][CH2:17][CH2:18][CH2:19][CH2:20][CH2:21][CH3:22].C(Cl)CCl.C1C=CC2N(O)N=NC=2C=1.CCN(C(C)C)C(C)C.S([O-])([O-])(=O)=O.[Mg+2], predict the reaction product. The product is: [CH2:1]([N:9]([CH2:10][C:11]([O:13][CH3:14])=[O:12])[C:15](=[O:23])[CH2:16][CH2:17][CH2:18][CH2:19][CH2:20][CH2:21][CH3:22])[CH2:2][CH2:3][CH2:4][CH2:5][CH2:6][CH2:7][CH3:8].